Dataset: Experimentally validated miRNA-target interactions with 360,000+ pairs, plus equal number of negative samples. Task: Binary Classification. Given a miRNA mature sequence and a target amino acid sequence, predict their likelihood of interaction. (1) The miRNA is hsa-miR-203b-3p with sequence UUGAACUGUUAAGAACCACUGGA. The protein sequence of the target gene is MAVSERRGLGRGSPAEWGQRLLLVLLLGGCSGRIHQLALTGEKRADIQLNSFGFYTNGSLEVELSVLRLGLREAEEKSLLVGFSLSRVRSGRVRSYSTRDFQDCPLQKNSSSFLVLFLINTKDLQVQVRKYGEQKTLFIFPGLLPEAPSKPGLPKPQATVPRKVDGGGTSAASKPKSTPAVIQGPSGKDKDLVLGLSHLNNSYNFSFHVVIGSQAEEGQYSLNFHNCNNSVPGKEHPFDITVMIREKNPDGFLSAAEMPLFKLYMVMSACFLAAGIFWVSILCRNTYSVFKIHWLMAALA.... Result: 0 (no interaction). (2) The miRNA is hsa-miR-4465 with sequence CUCAAGUAGUCUGACCAGGGGA. The protein sequence of the target gene is MDLHKQWENTETNWHKEKMELLDQFDNERKEWESQWKIMQKKIEELCREVKLWRKININESAKIIDLYHEKTIPEKVIESSPNYPDLGQSEFIRTNHKDGLRKENKREQSLVSGGNQMCKEQKATKKSKVGFLDPLATDNQKECEAWPDLRTSEEDSKSCSGALSTALEELAKVSEELCSFQEEIRKRSNHRRMKSDSFLQEMPNVTNIPHGDPMINNDQCILPISLEKEKQKNRKNLSCTNVLQSNSTKKCGIDTIDLKRNETPPVPPPRSTSRNFPSSDSEQAYERWKERLDHNSWVP.... Result: 1 (interaction).